From a dataset of Forward reaction prediction with 1.9M reactions from USPTO patents (1976-2016). Predict the product of the given reaction. (1) The product is: [CH:21]1([C:24]2[NH:28][N:27]=[C:26]([NH:29][C:2]3[CH:7]=[C:6]([F:8])[CH:5]=[CH:4][C:3]=3[N+:9]([O-:11])=[O:10])[CH:25]=2)[CH2:23][CH2:22]1. Given the reactants F[C:2]1[CH:7]=[C:6]([F:8])[CH:5]=[CH:4][C:3]=1[N+:9]([O-:11])=[O:10].CCN(C(C)C)C(C)C.[CH:21]1([C:24]2[NH:28][N:27]=[C:26]([NH2:29])[CH:25]=2)[CH2:23][CH2:22]1, predict the reaction product. (2) Given the reactants [CH2:1]([N:4]([CH2:26][CH2:27][CH3:28])[C:5]1[C:6]([C:19]2[CH:24]=[CH:23][C:22]([F:25])=[CH:21][CH:20]=2)=[N:7][C:8]2[C:13]([N:14]=1)=[CH:12][C:11]([C:15]([O:17]C)=[O:16])=[CH:10][CH:9]=2)[CH2:2][CH3:3].[OH-].[Na+], predict the reaction product. The product is: [CH2:26]([N:4]([CH2:1][CH2:2][CH3:3])[C:5]1[C:6]([C:19]2[CH:20]=[CH:21][C:22]([F:25])=[CH:23][CH:24]=2)=[N:7][C:8]2[C:13]([N:14]=1)=[CH:12][C:11]([C:15]([OH:17])=[O:16])=[CH:10][CH:9]=2)[CH2:27][CH3:28]. (3) The product is: [Cl:1][C:2]1[CH:3]=[C:4]([C:12]2[S:13][C:14]([CH3:17])=[CH:15][N:16]=2)[CH:5]=[CH:6][CH:7]=1. Given the reactants [Cl:1][C:2]1[CH:3]=[C:4](B(O)O)[CH:5]=[CH:6][CH:7]=1.Br[C:12]1[S:13][C:14]([CH3:17])=[CH:15][N:16]=1.C([O-])([O-])=O.[K+].[K+].C(Cl)Cl, predict the reaction product. (4) Given the reactants [CH:1]1([C:7]2[CH:27]=[CH:26][C:10]([CH2:11][O:12][N:13]=[C:14]([C:16]3[CH:21]=[CH:20][C:19]([CH2:22]O)=[C:18]([CH2:24][CH3:25])[CH:17]=3)[CH3:15])=[CH:9][C:8]=2[C:28]([F:31])([F:30])[F:29])[CH2:6][CH2:5][CH2:4][CH2:3][CH2:2]1.[NH:32]1[CH2:35][CH:34]([C:36]([OH:38])=[O:37])[CH2:33]1.CCN(CC)CC.[BH3-]C#N.[Na+], predict the reaction product. The product is: [CH:1]1([C:7]2[CH:27]=[CH:26][C:10]([CH2:11][O:12][N:13]=[C:14]([C:16]3[CH:21]=[CH:20][C:19]([CH2:22][N:32]4[CH2:35][CH:34]([C:36]([OH:38])=[O:37])[CH2:33]4)=[C:18]([CH2:24][CH3:25])[CH:17]=3)[CH3:15])=[CH:9][C:8]=2[C:28]([F:29])([F:30])[F:31])[CH2:6][CH2:5][CH2:4][CH2:3][CH2:2]1. (5) Given the reactants [C:1]([O:5][C:6]([N:8]1[C:16]2[C:11](=[CH:12][C:13]([C:17](O)=[O:18])=[CH:14][CH:15]=2)[C:10]([I:20])=[CH:9]1)=[O:7])([CH3:4])([CH3:3])[CH3:2].CC[N:23]=C=NCCCN(C)C.Cl, predict the reaction product. The product is: [C:17]([C:13]1[CH:12]=[C:11]2[C:16](=[CH:15][CH:14]=1)[N:8]([C:6]([O:5][C:1]([CH3:4])([CH3:3])[CH3:2])=[O:7])[CH:9]=[C:10]2[I:20])(=[O:18])[NH2:23]. (6) The product is: [Cl:1][C:2]1[CH:3]=[CH:4][C:5]([CH2:8][C:9]([NH:26][NH:25][C:22]2[N:23]=[N:24][C:19]([C:14]3[CH:15]=[CH:16][CH:17]=[CH:18][C:13]=3[Cl:12])=[C:20]([C:36]3[CH:41]=[CH:40][C:39]([Cl:42])=[CH:38][CH:37]=3)[CH:21]=2)=[O:11])=[CH:6][CH:7]=1. Given the reactants [Cl:1][C:2]1[CH:7]=[CH:6][C:5]([CH2:8][C:9]([OH:11])=O)=[CH:4][CH:3]=1.[Cl:12][C:13]1[CH:18]=[CH:17][CH:16]=[CH:15][C:14]=1[C:19]1[N:24]=[N:23][C:22]([NH:25][NH:26]C(=O)CC2CCOCC2)=[CH:21][C:20]=1[C:36]1[CH:41]=[CH:40][C:39]([Cl:42])=[CH:38][CH:37]=1, predict the reaction product. (7) Given the reactants [Si]([O:8][C@@H:9]1[C@@H:14]([CH3:15])[CH2:13][N:12]([C:16]2[CH:21]=[CH:20][N:19]=[CH:18][C:17]=2[NH:22][C:23]([C:25]2[CH:34]=[CH:33][C:32]3[C:27](=[CH:28][C:29]([C:35]4[CH2:36][CH2:37][O:38][CH2:39][CH:40]=4)=[CH:30][CH:31]=3)[N:26]=2)=[O:24])[CH2:11][C@H:10]1[NH:41]C(=O)OC(C)(C)C)(C(C)(C)C)(C)C.Cl.O1CCOCC1, predict the reaction product. The product is: [NH2:41][C@H:10]1[C@H:9]([OH:8])[C@@H:14]([CH3:15])[CH2:13][N:12]([C:16]2[CH:21]=[CH:20][N:19]=[CH:18][C:17]=2[NH:22][C:23]([C:25]2[CH:34]=[CH:33][C:32]3[C:27](=[CH:28][C:29]([CH:35]4[CH2:36][CH2:37][O:38][CH2:39][CH2:40]4)=[CH:30][CH:31]=3)[N:26]=2)=[O:24])[CH2:11]1. (8) Given the reactants [CH2:1]([S:3](Cl)(=[O:5])=[O:4])[CH3:2].C(OC([N:14]([C:22]1[C:27]([C:28]2[N:32]=[C:31]([CH3:33])[O:30][N:29]=2)=[N:26][C:25]([N:34]2[CH2:39][CH2:38][NH:37][CH2:36][CH2:35]2)=[CH:24][N:23]=1)C(=O)OC(C)(C)C)=O)(C)(C)C.C(N(CC)CC)C.Cl.O1CCOCC1, predict the reaction product. The product is: [CH2:1]([S:3]([N:37]1[CH2:38][CH2:39][N:34]([C:25]2[N:26]=[C:27]([C:28]3[N:32]=[C:31]([CH3:33])[O:30][N:29]=3)[C:22]([NH2:14])=[N:23][CH:24]=2)[CH2:35][CH2:36]1)(=[O:5])=[O:4])[CH3:2]. (9) Given the reactants [H-].[Na+].[CH3:3][O:4][C:5]1[CH:10]=[CH:9][C:8]([C:11]([C:26]2[CH:31]=[CH:30][C:29]([O:32][CH3:33])=[CH:28][CH:27]=2)([C:20]2[CH:25]=[CH:24][CH:23]=[CH:22][CH:21]=2)[O:12][CH2:13][CH2:14][CH2:15][C:16]([CH3:19])([OH:18])[CH3:17])=[CH:7][CH:6]=1.[C:34](N1C=CN=C1)([N:36]1[CH:40]=[CH:39][N:38]=[CH:37]1)=[O:35].[N-]1C=CN=C1, predict the reaction product. The product is: [N:36]1([C:34]([O:18][C:16]([CH3:19])([CH2:15][CH2:14][CH2:13][O:12][C:11]([C:8]2[CH:9]=[CH:10][C:5]([O:4][CH3:3])=[CH:6][CH:7]=2)([C:26]2[CH:27]=[CH:28][C:29]([O:32][CH3:33])=[CH:30][CH:31]=2)[C:20]2[CH:21]=[CH:22][CH:23]=[CH:24][CH:25]=2)[CH3:17])=[O:35])[CH:40]=[CH:39][N:38]=[CH:37]1.